This data is from CYP2C19 inhibition data for predicting drug metabolism from PubChem BioAssay. The task is: Regression/Classification. Given a drug SMILES string, predict its absorption, distribution, metabolism, or excretion properties. Task type varies by dataset: regression for continuous measurements (e.g., permeability, clearance, half-life) or binary classification for categorical outcomes (e.g., BBB penetration, CYP inhibition). Dataset: cyp2c19_veith. (1) The drug is CC(=O)N1CCC2(CC1)CN(c1cccc(-c3ccccc3)c1)C2. The result is 0 (non-inhibitor). (2) The molecule is C[C@]12CC[C@H]3c4ccc(O)cc4CC[C@@H]3[C@H]1CC[C@@H]2OP(=O)(O)O. The result is 0 (non-inhibitor). (3) The molecule is O=C(Nc1cccc(-c2nc3ccccc3s2)c1)c1ccc2c(c1)OCO2. The result is 1 (inhibitor).